Dataset: Experimentally validated miRNA-target interactions with 360,000+ pairs, plus equal number of negative samples. Task: Binary Classification. Given a miRNA mature sequence and a target amino acid sequence, predict their likelihood of interaction. (1) The miRNA is mmu-miR-26a-5p with sequence UUCAAGUAAUCCAGGAUAGGCU. The protein sequence of the target gene is MARRRAFPAFVLRLWSILPCLLLLRADAGQPPEESLYLWIDAHQARVLIGFEEDILIVSEGKMAPFTHDFRKAQQRMPAIPVNIHSMNFTWQASGQAEYFYEFLSLRSLDKGIMADPTVNVPRLGTVPHKASVVQVGFPCLGKQDGVAAFEVNVIVMNSEGNPILRTPQNAIFFKTCQQAECPGGCRNGGFCNERRVCECPDGFYGPHCEKALCIPRCMNGGLCVTPGFCICPPGFYGVNCDKANCSATCFNGGTCFYPGKCICPPGLEGEQCELSKCPQPCRNGGKCIGKSKCKCPKGY.... Result: 0 (no interaction). (2) The miRNA is mmu-miR-330-5p with sequence UCUCUGGGCCUGUGUCUUAGGC. The protein sequence of the target gene is MAAAAAAAGDSDSWDADAFSVEDPVRKVGGGGTAGGDRWEGEDEDEDVKDNWDDDDDEKKEEAEVKPEVKISEKKKIAEKIKEKERQQKKRQEEIKKRLEEPEEPKVLTPEEQLADKLRLKKLQEESDLELAKETFGVNNAVYGIDAMNPSSRDDFTEFGKLLKDKITQYEKSLYYASFLEVLVRDVCISLEIDDLKKITNSLTVLCSEKQKQEKQSKAKKKKKGVVPGGGLKATMKDDLADYGGYDGGYVQDYEDFM. Result: 0 (no interaction). (3) The miRNA is hsa-miR-1224-3p with sequence CCCCACCUCCUCUCUCCUCAG. The protein sequence of the target gene is MEELQDDYEDMMEENLEQEEYEDPDIPESQMEEPAAHDTEATATDYHTTSHPGTHKVYVELQELVMDEKNQELRWMEAARWVQLEENLGENGAWGRPHLSHLTFWSLLELRRVFTKGTVLLDLQETSLAGVANQLLDRFIFEDQIRPQDREELLRALLLKHSHAGELEALGGVKPAVLTRSGDPSQPLLPQHSSLETQLFCEQGDGGTEGHSPSGILEKIPPDSEATLVLVGRADFLEQPVLGFVRLQEAAELEAVELPVPIRFLFVLLGPEAPHIDYTQLGRAAATLMSERVFRIDAYM.... Result: 1 (interaction). (4) The miRNA is mmu-miR-1904 with sequence GUUCUGCUCCUCUGGAGGGAGG. The protein sequence of the target gene is MSEVEAAAGATAVPAATVPATAAGVVAVVVPVPAGEPQKGGGAGGGGGAASGPAAGTPSAPGSRTPGNPATAVSGTPAPPARSQADKPVLAIQVLGTVKWFNVRNGYGFINRNDTKEDVFVHQTAIKRNNPRKFLRSVGDGETVEFDVVEGEKGAEATNVTGPGGVPVKGSRYAPNRRKSRRFIPRPPSVAPPPMVAEIPSAGTGPGSKGERAEDSGQRPRRWCPPPFFYRRRFVRGPRPPNQQQPIEGTDRVEPKETAPLEGHQQQGDERVPPPRFRPRYRRPFRPRPRQQPTTEGGDG.... Result: 0 (no interaction).